From a dataset of Forward reaction prediction with 1.9M reactions from USPTO patents (1976-2016). Predict the product of the given reaction. (1) Given the reactants OO.F[C:4](F)(F)[C:5]([O:7][C:8](=O)[C:9](F)(F)F)=O.[CH2:16]([N:23]1CC=C(C)[CH2:25][CH2:24]1)[C:17]1[CH:22]=[CH:21][CH:20]=[CH:19][CH:18]=1.[O-]S([O-])=O.[Na+].[Na+], predict the reaction product. The product is: [CH2:16]([N:23]1[CH2:24][CH2:25][C:8]2([CH3:9])[CH:5]([O:7]2)[CH2:4]1)[C:17]1[CH:22]=[CH:21][CH:20]=[CH:19][CH:18]=1. (2) The product is: [C:1]([C:5]1[CH:6]=[CH:7][C:8]([C:9]([N:11]2[C@@H:15]([C:16]3[S:20][CH:19]=[N:18][CH:17]=3)[C@@H:14]([C:22]3[CH:27]=[N:26][CH:25]=[CH:24][N:23]=3)[CH2:13][C@@:12]2([CH2:31][CH:32]([CH3:33])[CH3:34])[C:28]([OH:30])=[O:29])=[O:10])=[CH:35][CH:36]=1)([CH3:3])([CH3:2])[CH3:4]. Given the reactants [C:1]([C:5]1[CH:36]=[CH:35][C:8]([C:9]([N:11]2[C@@H:15]([C:16]3[S:20][C:19](Cl)=[N:18][CH:17]=3)[C@@H:14]([C:22]3[CH:27]=[N:26][CH:25]=[CH:24][N:23]=3)[CH2:13][C@@:12]2([CH2:31][CH:32]([CH3:34])[CH3:33])[C:28]([OH:30])=[O:29])=[O:10])=[CH:7][CH:6]=1)([CH3:4])([CH3:3])[CH3:2], predict the reaction product. (3) Given the reactants [Cl:1][C:2]1[CH:7]=[C:6]([C:8]([F:11])([F:10])[F:9])[CH:5]=[CH:4][C:3]=1[C:12]#[C:13][C:14]([OH:16])=O.[CH3:17][CH:18]1[CH2:23][CH:22]([CH3:24])[CH2:21][N:20]([CH2:25][CH2:26][O:27][C:28]2[CH:33]=[CH:32][C:31]([NH2:34])=[CH:30][C:29]=2[O:35][CH3:36])[CH2:19]1, predict the reaction product. The product is: [CH3:24][CH:22]1[CH2:23][CH:18]([CH3:17])[CH2:19][N:20]([CH2:25][CH2:26][O:27][C:28]2[CH:33]=[CH:32][C:31]([NH:34][C:14](=[O:16])[C:13]#[C:12][C:3]3[CH:4]=[CH:5][C:6]([C:8]([F:9])([F:10])[F:11])=[CH:7][C:2]=3[Cl:1])=[CH:30][C:29]=2[O:35][CH3:36])[CH2:21]1. (4) The product is: [F:18][C:19]1[CH:20]=[CH:21][C:22]([C:25]2[S:29][C:28]([CH3:30])=[N:27][C:26]=2[C:31]([N:13]2[CH2:14][CH2:15][CH2:16][CH2:17][CH:12]2[CH2:11][C:3]2[O:4][C:5]3[CH:10]=[CH:9][CH:8]=[CH:7][C:6]=3[C:2]=2[CH3:1])=[O:32])=[CH:23][CH:24]=1. Given the reactants [CH3:1][C:2]1[C:6]2[CH:7]=[CH:8][CH:9]=[CH:10][C:5]=2[O:4][C:3]=1[CH2:11][CH:12]1[CH2:17][CH2:16][CH2:15][CH2:14][NH:13]1.[F:18][C:19]1[CH:24]=[CH:23][C:22]([C:25]2[S:29][C:28]([CH3:30])=[N:27][C:26]=2[C:31](O)=[O:32])=[CH:21][CH:20]=1, predict the reaction product. (5) Given the reactants [CH3:1][N:2]([CH2:4][C:5]1[CH:10]=[CH:9][C:8]([C:11]2[C:20]3[C:15](=[CH:16][CH:17]=[CH:18][C:19]=3[OH:21])[C:14](=[O:22])[NH:13][CH:12]=2)=[CH:7][CH:6]=1)[CH3:3].[BrH:23], predict the reaction product. The product is: [BrH:23].[CH3:3][N:2]([CH2:4][C:5]1[CH:6]=[CH:7][C:8]([C:11]2[C:20]3[C:15](=[CH:16][CH:17]=[CH:18][C:19]=3[OH:21])[C:14](=[O:22])[NH:13][CH:12]=2)=[CH:9][CH:10]=1)[CH3:1]. (6) Given the reactants [O:1]1[CH2:6][CH2:5][N:4]([C:7]2[CH:12]=[CH:11][C:10](/[CH:13]=[CH:14]/[C:15]3[C:23]4[C:18](=[CH:19][CH:20]=[CH:21][CH:22]=4)[NH:17][N:16]=3)=[CH:9][C:8]=2[N+:24]([O-])=O)[CH2:3][CH2:2]1.Cl.[Sn], predict the reaction product. The product is: [NH2:24][C:8]1[CH:9]=[C:10](/[CH:13]=[CH:14]/[C:15]2[C:23]3[C:18](=[CH:19][CH:20]=[CH:21][CH:22]=3)[NH:17][N:16]=2)[CH:11]=[CH:12][C:7]=1[N:4]1[CH2:5][CH2:6][O:1][CH2:2][CH2:3]1. (7) Given the reactants [CH3:1][C:2]1([CH3:15])[CH2:7][CH2:6][CH2:5][CH:4]([C:8]2([CH3:14])[CH:12]=[CH:11][CH:10]([CH3:13])[O:9]2)[CH2:3]1, predict the reaction product. The product is: [CH3:1][C:2]1([CH3:15])[CH2:7][CH2:6][CH2:5][CH:4]([C:8]2([CH3:14])[CH2:12][CH2:11][CH:10]([CH3:13])[O:9]2)[CH2:3]1. (8) Given the reactants [NH:1]1[C:9]2[C:4](=[C:5]([C:10]3[N:11]=[C:12]([N:22]4[CH2:27][CH2:26][O:25][CH2:24][CH2:23]4)[C:13]4[CH:18]=[C:17]([C:19]([OH:21])=O)[S:16][C:14]=4[N:15]=3)[CH:6]=[CH:7][CH:8]=2)[CH:3]=[N:2]1.[CH3:28][S:29]([N:32]1[CH2:37][CH2:36][NH:35][CH2:34][CH2:33]1)(=[O:31])=[O:30], predict the reaction product. The product is: [NH:1]1[C:9]2[C:4](=[C:5]([C:10]3[N:11]=[C:12]([N:22]4[CH2:27][CH2:26][O:25][CH2:24][CH2:23]4)[C:13]4[CH:18]=[C:17]([C:19]([N:35]5[CH2:36][CH2:37][N:32]([S:29]([CH3:28])(=[O:31])=[O:30])[CH2:33][CH2:34]5)=[O:21])[S:16][C:14]=4[N:15]=3)[CH:6]=[CH:7][CH:8]=2)[CH:3]=[N:2]1. (9) Given the reactants [CH3:1][Si:2]([CH3:7])([CH3:6])[C:3]#[C:4][CH3:5].[NH2:8][C:9]1[C:18](I)=[CH:17][C:16]([Cl:20])=[CH:15][C:10]=1[C:11]([O:13][CH3:14])=[O:12].C(=O)([O-])[O-].[Na+].[Na+], predict the reaction product. The product is: [Cl:20][C:16]1[CH:17]=[C:18]2[C:9](=[C:10]([C:11]([O:13][CH3:14])=[O:12])[CH:15]=1)[NH:8][C:3]([Si:2]([CH3:7])([CH3:6])[CH3:1])=[C:4]2[CH3:5]. (10) Given the reactants [NH2:1][C:2]1[CH:21]=[CH:20][C:5]([O:6][C:7]2[C:12]3=[N:13][CH:14]=[C:15]([N:17]([CH3:19])[CH3:18])[N:16]=[C:11]3[N:10]=[CH:9][CH:8]=2)=[CH:4][C:3]=1[F:22].[C:23]([C:27]1[CH:31]=[C:30]([N:32]=[C:33]=[O:34])[N:29]([C:35]2[CH:40]=[CH:39][CH:38]=[CH:37][CH:36]=2)[N:28]=1)([CH3:26])([CH3:25])[CH3:24], predict the reaction product. The product is: [C:23]([C:27]1[CH:31]=[C:30]([NH:32][C:33]([NH:1][C:2]2[CH:21]=[CH:20][C:5]([O:6][C:7]3[C:12]4=[N:13][CH:14]=[C:15]([N:17]([CH3:18])[CH3:19])[N:16]=[C:11]4[N:10]=[CH:9][CH:8]=3)=[CH:4][C:3]=2[F:22])=[O:34])[N:29]([C:35]2[CH:40]=[CH:39][CH:38]=[CH:37][CH:36]=2)[N:28]=1)([CH3:26])([CH3:24])[CH3:25].